This data is from KCNQ2 potassium channel screen with 302,405 compounds. The task is: Binary Classification. Given a drug SMILES string, predict its activity (active/inactive) in a high-throughput screening assay against a specified biological target. The compound is Clc1c(C(=O)NC(=S)NCC(C)C)ccc(Cl)c1. The result is 0 (inactive).